This data is from Full USPTO retrosynthesis dataset with 1.9M reactions from patents (1976-2016). The task is: Predict the reactants needed to synthesize the given product. The reactants are: [Ca:1].[CH2:2]([OH:88])[C@H:3]1[O:8][C@@H:7]2[O:9][C@H:10]3[C@H:15]([OH:16])[C@@H:14]([OH:17])[C@@H:13]([O:18][C@H:19]4[C@H:24]([OH:25])[C@@H:23]([OH:26])[C@@H:22]([O:27][C@H:28]5[C@H:33]([OH:34])[C@@H:32]([OH:35])[CH:31]([O:36][CH:37]6[C@H:42]([OH:43])[C@@H:41]([OH:44])[CH:40]([CH:45]7[C@H:50]([OH:51])[C@@H:49]([OH:52])[CH:48]([O:53][C@H:54]8[C@H:59]([OH:60])[C@@H:58]([OH:61])[C@@H:57]([O:62][C@H:63]9[C@H:69]([OH:70])[C@@H:68]([OH:71])[C@@H:66]([O:67][C@H:4]1[C@H:5]([OH:87])[C@H:6]2[OH:86])[O:65][C@@H:64]9[CH2:72][OH:73])[O:56][C@@H:55]8[CH2:74][OH:75])[O:47][C@@H:46]7[CH2:76][OH:77])[O:39][C@@H:38]6[CH2:78][OH:79])[O:30][C@@H:29]5[CH2:80][OH:81])[O:21][C@@H:20]4[CH2:82][OH:83])[O:12][C@@H:11]3[CH2:84][OH:85]. Given the product [CH2:2]([OH:88])[C@H:3]1[O:8][C@@H:7]2[O:9][C@H:10]3[C@H:15]([OH:16])[C@@H:14]([OH:17])[C@@H:13]([O:18][C@H:19]4[C@H:24]([OH:25])[C@@H:23]([OH:26])[C@@H:22]([O:27][C@H:28]5[C@H:33]([OH:34])[C@@H:32]([OH:35])[CH:31]([O:36][CH:37]6[C@H:42]([OH:43])[C@@H:41]([OH:44])[CH:40]([CH:45]7[C@H:50]([OH:51])[C@@H:49]([OH:52])[CH:48]([O:53][C@H:54]8[C@H:59]([OH:60])[C@@H:58]([OH:61])[C@@H:57]([O:62][C@H:63]9[C@H:69]([OH:70])[C@@H:68]([OH:71])[C@@H:66]([O:67][C@H:4]1[C@H:5]([OH:87])[C@H:6]2[OH:86])[O:65][C@@H:64]9[CH2:72][OH:73])[O:56][C@@H:55]8[CH2:74][OH:75])[O:47][C@@H:46]7[CH2:76][OH:77])[O:39][C@@H:38]6[CH2:78][OH:79])[O:30][C@@H:29]5[CH2:80][OH:81])[O:21][C@@H:20]4[CH2:82][OH:83])[O:12][C@@H:11]3[CH2:84][OH:85].[Ca:1], predict the reactants needed to synthesize it.